Dataset: Peptide-MHC class II binding affinity with 134,281 pairs from IEDB. Task: Regression. Given a peptide amino acid sequence and an MHC pseudo amino acid sequence, predict their binding affinity value. This is MHC class II binding data. (1) The peptide sequence is ATILDGDNLFPKV. The MHC is HLA-DQA10501-DQB10201 with pseudo-sequence HLA-DQA10501-DQB10201. The binding affinity (normalized) is 0.357. (2) The peptide sequence is YAKMRSAHTNDVKQL. The MHC is H-2-IAb with pseudo-sequence H-2-IAb. The binding affinity (normalized) is 0.444. (3) The peptide sequence is GQEKYTDYLTVMDRY. The MHC is DRB3_0301 with pseudo-sequence DRB3_0301. The binding affinity (normalized) is 0.268. (4) The peptide sequence is GPKDNGGACGYKDVD. The MHC is DRB1_0901 with pseudo-sequence DRB1_0901. The binding affinity (normalized) is 0. (5) The peptide sequence is TNFKYNYSVIEGGPI. The MHC is DRB3_0202 with pseudo-sequence DRB3_0202. The binding affinity (normalized) is 0.575. (6) The peptide sequence is AQMNQAFRNIVNMLH. The MHC is HLA-DQA10301-DQB10302 with pseudo-sequence HLA-DQA10301-DQB10302. The binding affinity (normalized) is 0. (7) The peptide sequence is LLDNRSNHYEEVIAS. The MHC is DRB1_1101 with pseudo-sequence DRB1_1101. The binding affinity (normalized) is 0.143.